Dataset: Catalyst prediction with 721,799 reactions and 888 catalyst types from USPTO. Task: Predict which catalyst facilitates the given reaction. (1) Reactant: [CH:1]([C:3]1[N:7]([CH:8]([CH3:10])[CH3:9])[N:6]=[C:5]([C:11]([O:13][C:14]([CH3:17])([CH3:16])[CH3:15])=[O:12])[CH:4]=1)=O.[NH:18]1[CH2:23][CH2:22][O:21][CH2:20][CH2:19]1.C(O[BH-](OC(=O)C)OC(=O)C)(=O)C.[Na+].C(=O)(O)[O-].[Na+]. Product: [CH3:9][CH:8]([N:7]1[C:3]([CH2:1][N:18]2[CH2:23][CH2:22][O:21][CH2:20][CH2:19]2)=[CH:4][C:5]([C:11]([O:13][C:14]([CH3:17])([CH3:16])[CH3:15])=[O:12])=[N:6]1)[CH3:10]. The catalyst class is: 2. (2) Reactant: [Cl:1][C:2]1[N:3]=[N:4][C:5]([O:10][CH3:11])=[C:6](I)[C:7]=1[CH3:8].[CH2:12]([N:14]([CH2:27][CH3:28])[C:15]([C:17]1[CH:22]=[CH:21][C:20]([F:23])=[CH:19][C:18]=1B(O)O)=[O:16])[CH3:13].C([O-])([O-])=O.[K+].[K+]. Product: [Cl:1][C:2]1[N:3]=[N:4][C:5]([O:10][CH3:11])=[C:6]([C:18]2[CH:19]=[C:20]([F:23])[CH:21]=[CH:22][C:17]=2[C:15]([N:14]([CH2:27][CH3:28])[CH2:12][CH3:13])=[O:16])[C:7]=1[CH3:8]. The catalyst class is: 335.